This data is from Catalyst prediction with 721,799 reactions and 888 catalyst types from USPTO. The task is: Predict which catalyst facilitates the given reaction. (1) The catalyst class is: 502. Reactant: [C:1]1([C:7]2C=C(C=CC=2)N)[CH2:6][CH2:5][CH2:4][CH2:3][CH:2]=1.NC1C=C2C(CCCC2=O)=CC=1.[OH:26][C:27]1[CH:32]=[CH:31][C:30]([CH2:33][C:34]([NH:36][C:37]2[CH:46]=[C:45]3[C:40]([CH2:41][CH2:42][CH2:43][C:44]3=[O:47])=[CH:39][CH:38]=2)=[O:35])=[CH:29][C:28]=1[O:48][CH3:49].C(=O)C1C=CC=CC=1. Product: [OH:26][C:27]1[CH:32]=[CH:31][C:30]([CH2:33][C:34]([NH:36][C:37]2[CH:46]=[C:45]3[C:40]([CH2:41][CH2:42][C:43](=[CH:7][C:1]4[CH:6]=[CH:5][CH:4]=[CH:3][CH:2]=4)[C:44]3=[O:47])=[CH:39][CH:38]=2)=[O:35])=[CH:29][C:28]=1[O:48][CH3:49]. (2) Reactant: [Cl:1][C:2]1[C:3]([C:9]2[C:10]([C:18]3[CH:23]=[CH:22][C:21]([Cl:24])=[C:20]([O:25][CH2:26][CH2:27][CH2:28][N:29]([CH3:31])[CH3:30])[CH:19]=3)=[N:11][C:12]([C:15](O)=[O:16])=[CH:13][CH:14]=2)=[N:4][CH:5]=[C:6]([CH3:8])[CH:7]=1.CCN(C(C)C)C(C)C.Cl.[NH2:42][C:43]1([C:49]([O:51][CH3:52])=[O:50])[CH2:48][CH2:47][CH2:46][CH2:45][CH2:44]1.CN(C(ON1N=NC2C=CC=CC1=2)=[N+](C)C)C.[B-](F)(F)(F)F. Product: [ClH:1].[Cl:1][C:2]1[C:3]([C:9]2[C:10]([C:18]3[CH:23]=[CH:22][C:21]([Cl:24])=[C:20]([O:25][CH2:26][CH2:27][CH2:28][N:29]([CH3:30])[CH3:31])[CH:19]=3)=[N:11][C:12]([C:15]([NH:42][C:43]3([C:49]([O:51][CH3:52])=[O:50])[CH2:48][CH2:47][CH2:46][CH2:45][CH2:44]3)=[O:16])=[CH:13][CH:14]=2)=[N:4][CH:5]=[C:6]([CH3:8])[CH:7]=1. The catalyst class is: 10.